Dataset: Catalyst prediction with 721,799 reactions and 888 catalyst types from USPTO. Task: Predict which catalyst facilitates the given reaction. (1) Product: [C:12]1([CH2:11][O:10][C:5]2[CH:4]=[CH:3][C:2]([Cl:1])=[CH:7][C:6]=2[CH2:8][Br:19])[CH:17]=[CH:16][CH:15]=[CH:14][CH:13]=1. The catalyst class is: 4. Reactant: [Cl:1][C:2]1[CH:3]=[CH:4][C:5]([O:10][CH2:11][C:12]2[CH:17]=[CH:16][CH:15]=[CH:14][CH:13]=2)=[C:6]([CH2:8]O)[CH:7]=1.P(Br)(Br)[Br:19]. (2) Reactant: Cl.[CH3:2][S:3]([N:6]1[C:14]2[CH:13]=[CH:12][N:11]=[CH:10][C:9]=2[NH:8][C:7]1=[O:15])(=[O:5])=[O:4].[H-].[Na+].Cl.[Cl:19][C:20]1[CH:35]=[CH:34][C:23]2[N:24]([CH2:29][CH2:30][CH2:31][CH2:32][F:33])[C:25]([CH2:27]Cl)=[N:26][C:22]=2[CH:21]=1. Product: [Cl:19][C:20]1[CH:35]=[CH:34][C:23]2[N:24]([CH2:29][CH2:30][CH2:31][CH2:32][F:33])[C:25]([CH2:27][N:8]3[C:9]4[CH:10]=[N:11][CH:12]=[CH:13][C:14]=4[N:6]([S:3]([CH3:2])(=[O:5])=[O:4])[C:7]3=[O:15])=[N:26][C:22]=2[CH:21]=1. The catalyst class is: 18.